From a dataset of Full USPTO retrosynthesis dataset with 1.9M reactions from patents (1976-2016). Predict the reactants needed to synthesize the given product. (1) Given the product [C:1]1([CH:7]2[O:12][CH2:11][CH:10]([CH:13]=[O:14])[CH2:9][O:8]2)[CH:2]=[CH:3][CH:4]=[CH:5][CH:6]=1, predict the reactants needed to synthesize it. The reactants are: [C:1]1([CH:7]2[O:12][CH2:11][CH:10]([CH2:13][OH:14])[CH2:9][O:8]2)[CH:6]=[CH:5][CH:4]=[CH:3][CH:2]=1.[Cr](Cl)([O-])(=O)=O.[NH+]1C=CC=CC=1. (2) Given the product [OH:1][C:2]1[C:11]2[C:6](=[CH:7][C:8]([NH:12][CH2:13][C:14]3[CH:15]=[CH:16][C:17]([O:20][CH3:21])=[CH:18][CH:19]=3)=[CH:9][CH:10]=2)[CH:5]=[N:4][C:3]=1[C:22]([NH:24][CH2:25][C:26]([CH3:32])([CH3:31])[C:27]([OH:29])=[O:28])=[O:23], predict the reactants needed to synthesize it. The reactants are: [OH:1][C:2]1[C:11]2[C:6](=[CH:7][C:8]([NH:12][CH2:13][C:14]3[CH:19]=[CH:18][C:17]([O:20][CH3:21])=[CH:16][CH:15]=3)=[CH:9][CH:10]=2)[CH:5]=[N:4][C:3]=1[C:22]([NH:24][CH2:25][C:26]([CH3:32])([CH3:31])[C:27]([O:29]C)=[O:28])=[O:23].O.CCOC(C)=O.Cl. (3) Given the product [NH2:12][C:13]1[CH:21]=[C:20]([N+:22]([O-:24])=[O:23])[CH:19]=[CH:18][C:14]=1[CH2:15][NH2:17], predict the reactants needed to synthesize it. The reactants are: B.O1CCCC1.O1CCCC1.[NH2:12][C:13]1[CH:21]=[C:20]([N+:22]([O-:24])=[O:23])[CH:19]=[CH:18][C:14]=1[C:15]([NH2:17])=O.Cl. (4) Given the product [ClH:34].[CH2:24]([N:19]1[C:18]2[CH:17]=[CH:16][CH:15]=[C:14]([N:11]3[CH2:12][CH2:13][NH:8][CH2:9][CH2:10]3)[C:22]=2[NH:21][C:20]1=[O:23])[C:25]1[CH:26]=[CH:27][CH:28]=[CH:29][CH:30]=1, predict the reactants needed to synthesize it. The reactants are: C(OC([N:8]1[CH2:13][CH2:12][N:11]([C:14]2[C:22]3[NH:21][C:20](=[O:23])[N:19]([CH2:24][C:25]4[CH:30]=[CH:29][CH:28]=[CH:27][CH:26]=4)[C:18]=3[CH:17]=[CH:16][CH:15]=2)[CH2:10][CH2:9]1)=O)(C)(C)C.C(O)C.[ClH:34]. (5) Given the product [CH3:34][C:29]1([O:3][C:2]([C:4]([F:14])([F:15])[CH:5]([O:8][C:9](=[O:13])[C:10]([CH3:12])=[CH2:11])[CH2:6][CH3:7])=[O:1])[CH2:33][CH2:32][CH2:31][CH2:30]1, predict the reactants needed to synthesize it. The reactants are: [OH:1][C:2]([C:4]([F:15])([F:14])[CH:5]([O:8][C:9](=[O:13])[C:10]([CH3:12])=[CH2:11])[CH2:6][CH3:7])=[O:3].C1COCC1.C(N(CC)CC)C.Cl[C:29]1([CH3:34])[CH2:33][CH2:32][CH2:31][CH2:30]1. (6) Given the product [CH3:25][N:26]([CH3:27])[CH2:2][CH2:3][CH2:4][O:5][C:6]1[CH:11]=[CH:10][C:9]([N+:12]([O-:14])=[O:13])=[CH:8][CH:7]=1, predict the reactants needed to synthesize it. The reactants are: Cl[CH2:2][CH2:3][CH2:4][O:5][C:6]1[CH:11]=[CH:10][C:9]([N+:12]([O-:14])=[O:13])=[CH:8][CH:7]=1.C(=O)([O-])[O-].[K+].[K+].C(#N)C.Cl.[CH3:25][NH:26][CH3:27].